Task: Predict the reaction yield, written as a fraction of the theoretical maximum amount of product (1.0 means a 100% yield; for example, 0.34 means a 34% yield).. Dataset: Reaction yield outcomes from USPTO patents with 853,638 reactions (1) The reactants are [Br:1][C:2]1[CH:7]=[C:6]([F:8])[CH:5]=[CH:4][C:3]=1[CH:9]1[C:14]([C:15]([O:17][CH2:18][CH3:19])=[O:16])=[C:13]([CH3:20])[NH:12][C:11]([C:21]2[S:22][CH:23]=[C:24]([CH2:26][C:27]([O:29]C)=[O:28])[N:25]=2)=[N:10]1.[OH-].[Na+]. No catalyst specified. The product is [Br:1][C:2]1[CH:7]=[C:6]([F:8])[CH:5]=[CH:4][C:3]=1[CH:9]1[C:14]([C:15]([O:17][CH2:18][CH3:19])=[O:16])=[C:13]([CH3:20])[NH:12][C:11]([C:21]2[S:22][CH:23]=[C:24]([CH2:26][C:27]([OH:29])=[O:28])[N:25]=2)=[N:10]1. The yield is 0.900. (2) The reactants are [CH2:1]([O:8][C:9]1[CH:14]=[CH:13][C:12]([C:15](=[O:17])[CH3:16])=[CH:11][C:10]=1[O:18][CH3:19])[C:2]1[CH:7]=[CH:6][CH:5]=[CH:4][CH:3]=1.[N+:20]([O-])([OH:22])=[O:21].S(=O)(=O)(O)O. The catalyst is C(Cl)Cl. The product is [CH2:1]([O:8][C:9]1[C:10]([O:18][CH3:19])=[CH:11][C:12]([C:15](=[O:17])[CH3:16])=[C:13]([N+:20]([O-:22])=[O:21])[CH:14]=1)[C:2]1[CH:3]=[CH:4][CH:5]=[CH:6][CH:7]=1. The yield is 0.680. (3) The reactants are [CH2:1](Br)[C:2]#[CH:3].[O:5]=[CH:6][C:7]1[CH:15]=[CH:14][C:12]([OH:13])=[C:9]([O:10][CH3:11])[CH:8]=1.C(=O)([O-])[O-].[K+].[K+]. The catalyst is CC#N. The product is [CH3:11][O:10][C:9]1[CH:8]=[C:7]([CH:15]=[CH:14][C:12]=1[O:13][CH2:3][C:2]#[CH:1])[CH:6]=[O:5]. The yield is 0.970. (4) The reactants are [CH2:1]([NH:5][C:6]1[N:7]=[CH:8][C:9]2[N:14]([C:15]3[CH:20]=[CH:19][C:18]([F:21])=[CH:17][CH:16]=3)[CH:13]=[CH:12][C:10]=2[N:11]=1)[CH2:2][CH2:3][CH3:4].C1C(=O)N([Br:29])C(=O)C1. The catalyst is CN(C=O)C.CCOC(C)=O. The product is [Br:29][C:12]1[C:10]2[N:11]=[C:6]([NH:5][CH2:1][CH2:2][CH2:3][CH3:4])[N:7]=[CH:8][C:9]=2[N:14]([C:15]2[CH:16]=[CH:17][C:18]([F:21])=[CH:19][CH:20]=2)[CH:13]=1. The yield is 0.800.